From a dataset of TCR-epitope binding with 47,182 pairs between 192 epitopes and 23,139 TCRs. Binary Classification. Given a T-cell receptor sequence (or CDR3 region) and an epitope sequence, predict whether binding occurs between them. (1) The epitope is EIYKRWII. Result: 0 (the TCR does not bind to the epitope). The TCR CDR3 sequence is CASSTGQHPQYF. (2) The epitope is FLKEKGGL. The TCR CDR3 sequence is CASSDRGWGNTEAFF. Result: 0 (the TCR does not bind to the epitope). (3) The epitope is YLNTLTLAV. The TCR CDR3 sequence is CASSLGYGETQYF. Result: 1 (the TCR binds to the epitope). (4) The epitope is ILKEPVHGV. The TCR CDR3 sequence is CASSSPEAGIGELFF. Result: 0 (the TCR does not bind to the epitope).